This data is from hERG potassium channel inhibition data for cardiac toxicity prediction from Karim et al.. The task is: Regression/Classification. Given a drug SMILES string, predict its toxicity properties. Task type varies by dataset: regression for continuous values (e.g., LD50, hERG inhibition percentage) or binary classification for toxic/non-toxic outcomes (e.g., AMES mutagenicity, cardiotoxicity, hepatotoxicity). Dataset: herg_karim. (1) The drug is CCC(=O)N1CCCC(CN2CC[C@H](NC(=O)c3cc(Cl)c(N)cc3OC)[C@H](OC)C2)C1. The result is 0 (non-blocker). (2) The compound is N#Cc1cnc(Nc2cc(CN3CCN(C(N)=O)CC3)ccn2)s1. The result is 0 (non-blocker). (3) The molecule is CC(Oc1ccc(S(C)(=O)=O)cc1C(=O)N1CCN(c2ncc(C(F)(F)F)cc2F)CC1)C(F)(F)F. The result is 0 (non-blocker). (4) The molecule is CC(C)(C)C1CCC2(CC1)CCN(c1ccc(OC(F)(F)F)cc1)C(=O)N2Cc1ccc(C(=O)Nc2nnn[nH]2)cc1. The result is 1 (blocker). (5) The molecule is O=C(CNc1ncnc2ccc(C(F)(F)F)cc12)NC1CN(C2CCC(O)(c3ccns3)CC2)C1. The result is 0 (non-blocker). (6) The molecule is Nc1n[nH]c2nnc(-c3c(-c4ccccc4)nn4ccccc34)cc12. The result is 0 (non-blocker).